This data is from Forward reaction prediction with 1.9M reactions from USPTO patents (1976-2016). The task is: Predict the product of the given reaction. (1) Given the reactants [C:1]([C:3]1[C:8]([C:9]2[CH:10]=[C:11]([CH2:24][N:25](C)[C:26](=O)OC(C)(C)C)[S:12][C:13]=2[S:14]([C:17]2[CH:22]=[CH:21][CH:20]=[C:19]([F:23])[CH:18]=2)(=[O:16])=[O:15])=[CH:7][CH:6]=[CH:5][N:4]=1)#[N:2].C(OCC)(=O)C.[ClH:40], predict the reaction product. The product is: [ClH:40].[F:23][C:19]1[CH:18]=[C:17]([S:14]([C:13]2[S:12][C:11]([CH2:24][NH:25][CH3:26])=[CH:10][C:9]=2[C:8]2[C:3]([C:1]#[N:2])=[N:4][CH:5]=[CH:6][CH:7]=2)(=[O:15])=[O:16])[CH:22]=[CH:21][CH:20]=1. (2) Given the reactants [F:1][C:2]1[CH:3]=[C:4]([C:26](OC)=O)[C:5]2[C:6](=O)[CH:7]([C:19]3[N:23]([CH3:24])[N:22]=[CH:21][N:20]=3)[CH:8]([C:12]3[CH:17]=[CH:16][C:15]([F:18])=[CH:14][CH:13]=3)[NH:9][C:10]=2[CH:11]=1.[OH2:30].[NH2:31][NH2:32], predict the reaction product. The product is: [F:1][C:2]1[CH:11]=[C:10]2[NH:9][CH:8]([C:12]3[CH:13]=[CH:14][C:15]([F:18])=[CH:16][CH:17]=3)[CH:7]([C:19]3[N:23]([CH3:24])[N:22]=[CH:21][N:20]=3)[C:6]3=[N:31][NH:32][C:26](=[O:30])[C:4]([CH:3]=1)=[C:5]23. (3) The product is: [CH2:7]([C:9]1[CH:14]=[CH:13][C:12]2[NH:15][C:21]3[CH2:22][CH2:23][N:18]([CH3:17])[CH2:19][C:20]=3[C:11]=2[CH:10]=1)[CH3:8]. Given the reactants S(=O)(=O)(O)O.Cl.[CH2:7]([C:9]1[CH:14]=[CH:13][C:12]([NH:15]N)=[CH:11][CH:10]=1)[CH3:8].[CH3:17][N:18]1[CH2:23][CH2:22][CH2:21][CH2:20][C:19]1=O, predict the reaction product. (4) Given the reactants [C:1]([O:5][C:6]([NH:8][C:9]1[CH:14]=[C:13]([C:15](=[CH:25][N:26](C)C)[C:16]([C:18]2[CH:23]=[CH:22][CH:21]=[C:20]([F:24])[CH:19]=2)=O)[CH:12]=[CH:11][N:10]=1)=[O:7])([CH3:4])([CH3:3])[CH3:2].C(OC([NH:36]C1C=C(C(=CN(C)C)C(C2C=CC(F)=CC=2)=O)C=CN=1)=O)(C)(C)C, predict the reaction product. The product is: [C:1]([O:5][C:6]([NH:8][C:9]1[CH:14]=[C:13]([C:15]2[C:16]([C:18]3[CH:23]=[CH:22][CH:21]=[C:20]([F:24])[CH:19]=3)=[N:36][NH:26][CH:25]=2)[CH:12]=[CH:11][N:10]=1)=[O:7])([CH3:4])([CH3:3])[CH3:2]. (5) Given the reactants Cl[C:2]1[C:10]([N+:11]([O-:13])=[O:12])=[CH:9][C:5]([C:6]([OH:8])=[O:7])=[CH:4][N:3]=1.[CH3:14][NH2:15], predict the reaction product. The product is: [CH3:14][NH:15][C:2]1[C:10]([N+:11]([O-:13])=[O:12])=[CH:9][C:5]([C:6]([OH:8])=[O:7])=[CH:4][N:3]=1. (6) Given the reactants [CH2:1]([N:8]1[C:16]2[C:11](=[CH:12][C:13]([NH2:17])=[CH:14][CH:15]=2)[CH:10]=[CH:9]1)[C:2]1[CH:7]=[CH:6][CH:5]=[CH:4][CH:3]=1.Cl[C:19]1[N:28]=[CH:27][C:26]([Cl:29])=[CH:25][C:20]=1[C:21]([O:23][CH3:24])=[O:22].C(=O)([O-])[O-].[Cs+].[Cs+].C1(C)C=CC=CC=1, predict the reaction product. The product is: [CH2:1]([N:8]1[C:16]2[C:11](=[CH:12][C:13]([NH:17][C:19]3[N:28]=[CH:27][C:26]([Cl:29])=[CH:25][C:20]=3[C:21]([O:23][CH3:24])=[O:22])=[CH:14][CH:15]=2)[CH:10]=[CH:9]1)[C:2]1[CH:3]=[CH:4][CH:5]=[CH:6][CH:7]=1. (7) Given the reactants [Cl:1][C:2]1[CH:8]=[CH:7][C:5]([NH2:6])=[CH:4][C:3]=1[C:9]1[CH:14]=[CH:13][CH:12]=[CH:11][N:10]=1.[OH:15][CH2:16][CH2:17][CH2:18][S:19]([C:22]1[CH:30]=[CH:29][C:25]([C:26](O)=[O:27])=[CH:24][CH:23]=1)(=[O:21])=[O:20], predict the reaction product. The product is: [Cl:1][C:2]1[CH:8]=[CH:7][C:5]([NH:6][C:26](=[O:27])[C:25]2[CH:24]=[CH:23][C:22]([S:19]([CH2:18][CH2:17][CH2:16][OH:15])(=[O:21])=[O:20])=[CH:30][CH:29]=2)=[CH:4][C:3]=1[C:9]1[CH:14]=[CH:13][CH:12]=[CH:11][N:10]=1.